Dataset: Forward reaction prediction with 1.9M reactions from USPTO patents (1976-2016). Task: Predict the product of the given reaction. (1) Given the reactants [CH2:1]([O:8][C:9](=[O:42])[N:10]([C@@H:16]([CH2:36][CH2:37][CH:38]([F:41])[CH2:39][NH2:40])[CH2:17][O:18][Si:19]([C:32]([CH3:35])([CH3:34])[CH3:33])([C:26]1[CH:31]=[CH:30][CH:29]=[CH:28][CH:27]=1)[C:20]1[CH:25]=[CH:24][CH:23]=[CH:22][CH:21]=1)[CH2:11][CH2:12][CH:13]([CH3:15])[CH3:14])[C:2]1[CH:7]=[CH:6][CH:5]=[CH:4][CH:3]=1.C([O-])(O)=O.[Na+].[CH3:48][O:49][C:50]([NH:52][C@H:53]([C:67](ON1C(=O)CCC1=O)=[O:68])[CH:54]([C:61]1[CH:66]=[CH:65][CH:64]=[CH:63][CH:62]=1)[C:55]1[CH:60]=[CH:59][CH:58]=[CH:57][CH:56]=1)=[O:51], predict the reaction product. The product is: [CH2:1]([O:8][C:9](=[O:42])[N:10]([C@@H:16]([CH2:36][CH2:37][CH:38]([F:41])[CH2:39][NH:40][C:67](=[O:68])[C@H:53]([CH:54]([C:55]1[CH:56]=[CH:57][CH:58]=[CH:59][CH:60]=1)[C:61]1[CH:62]=[CH:63][CH:64]=[CH:65][CH:66]=1)[NH:52][C:50]([O:49][CH3:48])=[O:51])[CH2:17][O:18][Si:19]([C:32]([CH3:35])([CH3:33])[CH3:34])([C:26]1[CH:27]=[CH:28][CH:29]=[CH:30][CH:31]=1)[C:20]1[CH:25]=[CH:24][CH:23]=[CH:22][CH:21]=1)[CH2:11][CH2:12][CH:13]([CH3:15])[CH3:14])[C:2]1[CH:7]=[CH:6][CH:5]=[CH:4][CH:3]=1. (2) The product is: [CH3:14][O:13][C:9]1[CH:8]=[C:7]([CH2:6][NH2:5]=[O:15])[CH:12]=[CH:11][N:10]=1. Given the reactants FC(F)(F)C([NH+:5]([O-:15])[CH2:6][C:7]1[CH:12]=[CH:11][N:10]=[C:9]([O:13][CH3:14])[CH:8]=1)=O.C(=O)([O-])[O-].[K+].[K+], predict the reaction product. (3) Given the reactants Br[C:2]1[N:7]=[C:6]([C:8]([O:10][CH3:11])=[O:9])[C:5](Cl)=[N:4][CH:3]=1.[CH3:13][C:14]1[CH:15]=[N:16][CH:17]=[C:18](B(O)O)[CH:19]=1.C([O-])([O-])=O.[Cs+].[Cs+].O.[C:30]1(B(O)O)[CH:35]=[CH:34][CH:33]=[CH:32][CH:31]=1, predict the reaction product. The product is: [CH3:13][C:14]1[CH:19]=[C:18]([C:2]2[N:7]=[C:6]([C:8]([O:10][CH3:11])=[O:9])[C:5]([C:30]3[CH:35]=[CH:34][CH:33]=[CH:32][CH:31]=3)=[N:4][CH:3]=2)[CH:17]=[N:16][CH:15]=1. (4) Given the reactants C[Si](C)(C)CCOC[N:7](COCC[Si](C)(C)C)[C:8]1[N:13]2[N:14]=[CH:15][C:16]([C:17]3[CH:18]=[N:19][C:20]([C:23]4[CH:28]=[CH:27][CH:26]=[CH:25][CH:24]=4)=[CH:21][CH:22]=3)=[C:12]2[N:11]=[C:10]([CH2:29][CH:30]2[CH2:35][CH2:34][CH:33]([C:36]([O:38][CH2:39][CH3:40])=[O:37])[CH2:32][CH2:31]2)[C:9]=1[C:41]([O:43]CC)=[CH2:42].Cl, predict the reaction product. The product is: [C:41]([C:9]1[C:10]([CH2:29][CH:30]2[CH2:35][CH2:34][CH:33]([C:36]([O:38][CH2:39][CH3:40])=[O:37])[CH2:32][CH2:31]2)=[N:11][C:12]2[N:13]([N:14]=[CH:15][C:16]=2[C:17]2[CH:18]=[N:19][C:20]([C:23]3[CH:28]=[CH:27][CH:26]=[CH:25][CH:24]=3)=[CH:21][CH:22]=2)[C:8]=1[NH2:7])(=[O:43])[CH3:42]. (5) Given the reactants [Cl:1][C:2]1[CH:14]=[C:13]([Cl:15])[C:12]([O:16][C:17]2[N:21]([CH3:22])[N:20]=[C:19]([CH3:23])[C:18]=2[CH2:24][CH2:25][CH2:26][OH:27])=[CH:11][C:3]=1[O:4][C@@H:5]([CH3:10])[C:6](OC)=[O:7].[CH2:28]([N:30]=[C:31]=[O:32])[CH3:29].[OH2:33], predict the reaction product. The product is: [Cl:1][C:2]1[CH:14]=[C:13]([Cl:15])[C:12]([O:16][C:17]2[N:21]([CH3:22])[N:20]=[C:19]([CH3:23])[C:18]=2[CH2:24][CH2:25][CH2:26][O:27][C:31]([NH:30][CH2:28][CH3:29])=[O:32])=[CH:11][C:3]=1[O:4][C@@H:5]([CH3:10])[C:6]([OH:7])=[O:33]. (6) Given the reactants [NH2:1][C:2]1[CH:7]=[CH:6][C:5]([C:8]2[N:13]=[C:12]([N:14]3[CH2:19][CH2:18][O:17][CH2:16][CH2:15]3)[C:11]3=[CH:20][C:21]([C:23]([N:25]([CH3:27])[CH3:26])=O)=[CH:22][N:10]3[N:9]=2)=[CH:4][CH:3]=1.O1CCCC1.CSC.B, predict the reaction product. The product is: [NH2:1][C:2]1[CH:7]=[CH:6][C:5]([C:8]2[N:13]=[C:12]([N:14]3[CH2:15][CH2:16][O:17][CH2:18][CH2:19]3)[C:11]3=[CH:20][C:21]([CH2:23][N:25]([CH3:27])[CH3:26])=[CH:22][N:10]3[N:9]=2)=[CH:4][CH:3]=1.